From a dataset of Peptide-MHC class I binding affinity with 185,985 pairs from IEDB/IMGT. Regression. Given a peptide amino acid sequence and an MHC pseudo amino acid sequence, predict their binding affinity value. This is MHC class I binding data. The peptide sequence is RVSTGPQLAK. The MHC is HLA-A11:01 with pseudo-sequence HLA-A11:01. The binding affinity (normalized) is 0.643.